From a dataset of Catalyst prediction with 721,799 reactions and 888 catalyst types from USPTO. Predict which catalyst facilitates the given reaction. (1) Reactant: [NH2:1][C:2]1[CH:7]=[CH:6][C:5]([F:8])=[CH:4][C:3]=1[NH:9][C:10]1[C:18]2[O:17][CH2:16][C@@H:15]([N:19]([C:34](=[O:39])[C:35]([F:38])([F:37])[F:36])[C:20]3[CH:33]=[CH:32][C:23]4[C@H:24]([CH2:27][C:28]([O:30][CH3:31])=[O:29])[CH2:25][O:26][C:22]=4[CH:21]=3)[C:14]=2[CH:13]=[CH:12][CH:11]=1.[CH3:40][C:41]1[O:45][C:44]([C:46](O)=O)=[CH:43][CH:42]=1.Cl.CN(C)CCCN=C=NCC.O.ON1C2C=CC=CC=2N=N1.C(=O)([O-])O.[Na+]. Product: [F:8][C:5]1[CH:6]=[CH:7][C:2]2[N:1]=[C:46]([C:44]3[O:45][C:41]([CH3:40])=[CH:42][CH:43]=3)[N:9]([C:10]3[C:18]4[O:17][CH2:16][C@@H:15]([N:19]([C:34](=[O:39])[C:35]([F:37])([F:38])[F:36])[C:20]5[CH:33]=[CH:32][C:23]6[C@H:24]([CH2:27][C:28]([O:30][CH3:31])=[O:29])[CH2:25][O:26][C:22]=6[CH:21]=5)[C:14]=4[CH:13]=[CH:12][CH:11]=3)[C:3]=2[CH:4]=1. The catalyst class is: 7. (2) Reactant: [Cl:1][C:2]1[CH:7]=[CH:6][CH:5]=[CH:4][C:3]=1[C:8]1[C:12]([C:13]2[N:14]([CH2:18][O:19][CH2:20][CH2:21][Si:22]([CH3:25])([CH3:24])[CH3:23])[CH:15]=[CH:16][N:17]=2)=[CH:11][N:10]([C:26]2[C:31]([CH3:32])=[CH:30][N:29]=[C:28]([NH:33][CH2:34][C:35]3[CH:40]=[CH:39][C:38]([O:41][CH3:42])=[CH:37][C:36]=3[O:43][CH3:44])[CH:27]=2)[N:9]=1.CCN(C(C)C)C(C)C.[C:54](Cl)(=[O:56])[CH3:55]. Product: [Cl:1][C:2]1[CH:7]=[CH:6][CH:5]=[CH:4][C:3]=1[C:8]1[C:12]([C:13]2[N:14]([CH2:18][O:19][CH2:20][CH2:21][Si:22]([CH3:24])([CH3:23])[CH3:25])[CH:15]=[CH:16][N:17]=2)=[CH:11][N:10]([C:26]2[C:31]([CH3:32])=[CH:30][N:29]=[C:28]([N:33]([CH2:34][C:35]3[CH:40]=[CH:39][C:38]([O:41][CH3:42])=[CH:37][C:36]=3[O:43][CH3:44])[C:54](=[O:56])[CH3:55])[CH:27]=2)[N:9]=1. The catalyst class is: 781.